This data is from Reaction yield outcomes from USPTO patents with 853,638 reactions. The task is: Predict the reaction yield, written as a fraction of the theoretical maximum amount of product (1.0 means a 100% yield; for example, 0.34 means a 34% yield). The reactants are [NH2:1][C:2]1[CH:7]=[C:6]([O:8][C:9]2[C:14]([F:15])=[CH:13][C:12]([NH:16][C:17]([C:19]3[C:20](=[O:32])[N:21]([C:26]4[CH:31]=[CH:30][CH:29]=[CH:28][CH:27]=4)[N:22]([CH3:25])[C:23]=3[CH3:24])=[O:18])=[C:11]([F:33])[CH:10]=2)[CH:5]=[CH:4][N:3]=1.CCN(CC)CC.[O:41](C(C)=O)[C:42]([CH3:44])=O. No catalyst specified. The product is [C:42]([NH:1][C:2]1[CH:7]=[C:6]([O:8][C:9]2[C:14]([F:15])=[CH:13][C:12]([NH:16][C:17]([C:19]3[C:20](=[O:32])[N:21]([C:26]4[CH:27]=[CH:28][CH:29]=[CH:30][CH:31]=4)[N:22]([CH3:25])[C:23]=3[CH3:24])=[O:18])=[C:11]([F:33])[CH:10]=2)[CH:5]=[CH:4][N:3]=1)(=[O:41])[CH3:44]. The yield is 0.730.